From a dataset of Reaction yield outcomes from USPTO patents with 853,638 reactions. Predict the reaction yield, written as a fraction of the theoretical maximum amount of product (1.0 means a 100% yield; for example, 0.34 means a 34% yield). The reactants are [F:1][C:2]1[CH:25]=[CH:24][CH:23]=[C:22]([F:26])[C:3]=1[C:4]([NH:6][C:7]1[CH:12]=[CH:11][C:10]([S:13][C:14]2[N:19]=[C:18](Cl)[CH:17]=[C:16]([Cl:21])[N:15]=2)=[CH:9][CH:8]=1)=[O:5].[CH3:27][C:28]1[CH:29]=[C:30]([NH2:33])[NH:31][N:32]=1.[I-].[Na+].C(N(C(C)C)CC)(C)C. The catalyst is C(OCC)(=O)C.CN(C)C=O. The product is [F:26][C:22]1[CH:23]=[CH:24][CH:25]=[C:2]([F:1])[C:3]=1[C:4]([NH:6][C:7]1[CH:8]=[CH:9][C:10]([S:13][C:14]2[N:15]=[C:16]([Cl:21])[CH:17]=[C:18]([NH:33][C:30]3[NH:31][N:32]=[C:28]([CH3:27])[CH:29]=3)[N:19]=2)=[CH:11][CH:12]=1)=[O:5]. The yield is 0.980.